This data is from Reaction yield outcomes from USPTO patents with 853,638 reactions. The task is: Predict the reaction yield, written as a fraction of the theoretical maximum amount of product (1.0 means a 100% yield; for example, 0.34 means a 34% yield). (1) The product is [CH3:1][C:2]([CH3:29])([CH2:7][CH2:8][C:9]1[S:10][C:11]([C:14]2[CH:15]=[CH:16][C:17]([NH:20][C:21]([NH:34][C:33]3[CH:32]=[C:31]([F:30])[C:37]([F:38])=[C:36]([F:39])[CH:35]=3)=[O:22])=[CH:18][CH:19]=2)=[CH:12][N:13]=1)[C:3]([O:5][CH3:6])=[O:4]. The reactants are [CH3:1][C:2]([CH3:29])([CH2:7][CH2:8][C:9]1[S:10][C:11]([C:14]2[CH:19]=[CH:18][C:17]([NH:20][C:21](N3CCCCC3)=[O:22])=[CH:16][CH:15]=2)=[CH:12][N:13]=1)[C:3]([O:5][CH3:6])=[O:4].[F:30][C:31]1[CH:32]=[C:33]([CH:35]=[C:36]([F:39])[C:37]=1[F:38])[NH2:34]. No catalyst specified. The yield is 0.640. (2) The reactants are [CH3:1][O:2][C:3]1[CH:11]=[CH:10][CH:9]=[C:8]2[C:4]=1[CH:5]([CH3:13])[C:6](=[O:12])[NH:7]2.[CH3:14][Si]([N-][Si](C)(C)C)(C)C.[K+].IC.Cl. The catalyst is C1(C)C=CC=CC=1.CO.O1CCCC1. The product is [CH3:1][O:2][C:3]1[CH:11]=[CH:10][CH:9]=[C:8]2[C:4]=1[C:5]([CH3:14])([CH3:13])[C:6](=[O:12])[NH:7]2. The yield is 0.580. (3) The yield is 0.420. The reactants are [CH3:1][N:2]([S:23]([C:26]1[CH:27]=[N:28][CH:29]=[CH:30][CH:31]=1)(=[O:25])=[O:24])[C:3]1[CH:4]=[CH:5][CH:6]=[C:7]2[C:11]=1[NH:10][C:9]([C:12]1[S:13][CH:14]([CH2:17][C:18](OCC)=[O:19])[CH2:15][N:16]=1)=[CH:8]2.[OH-].[Na+].C(O)(=O)CC(CC(O)=O)(C(O)=O)O.Cl.C[N:49](C)CCCN=C=NCC. The catalyst is O.CN(C)C=O.C(O)C.O1CCCC1. The product is [CH3:1][N:2]([S:23]([C:26]1[CH:27]=[N:28][CH:29]=[CH:30][CH:31]=1)(=[O:24])=[O:25])[C:3]1[CH:4]=[CH:5][CH:6]=[C:7]2[C:11]=1[NH:10][C:9]([C:12]1[S:13][CH:14]([CH2:17][C:18]([NH2:49])=[O:19])[CH2:15][N:16]=1)=[CH:8]2. (4) The catalyst is CO. The product is [NH2:27][C:20]1[CH2:21][O:22][CH2:23][CH:24]2[C:18]([C:3]3[CH:4]=[C:5]([NH:8][C:9]([C:11]4[CH:16]=[CH:15][C:14]([Cl:17])=[CH:13][N:12]=4)=[O:10])[CH:6]=[CH:7][C:2]=3[F:1])([CH2:25]2)[N:19]=1. The yield is 1.32. The reactants are [F:1][C:2]1[CH:7]=[CH:6][C:5]([NH:8][C:9]([C:11]2[CH:16]=[CH:15][C:14]([Cl:17])=[CH:13][N:12]=2)=[O:10])=[CH:4][C:3]=1[C:18]12[CH2:25][CH:24]1[CH2:23][O:22][CH2:21][C:20](=S)[NH:19]2.[NH3:27].C(OO)(C)(C)C. (5) The reactants are [Cl:1][C:2]1[CH:3]=[CH:4][C:5]([O:19][CH3:20])=[C:6]([C:8]2[CH:13]=[CH:12][C:11](/[C:14](/[CH3:18])=[CH:15]/[CH2:16][OH:17])=[CH:10][CH:9]=2)[CH:7]=1.[CH2:21]([O:23][C@@H:24]([CH2:30][C:31]1[CH:36]=[CH:35][C:34](O)=[CH:33][CH:32]=1)[C:25]([O:27][CH2:28][CH3:29])=[O:26])[CH3:22]. No catalyst specified. The product is [CH2:21]([O:23][C@@H:24]([CH2:30][C:31]1[CH:32]=[CH:33][C:34]([O:17][CH2:16]/[CH:15]=[C:14](/[C:11]2[CH:12]=[CH:13][C:8]([C:6]3[CH:7]=[C:2]([Cl:1])[CH:3]=[CH:4][C:5]=3[O:19][CH3:20])=[CH:9][CH:10]=2)\[CH3:18])=[CH:35][CH:36]=1)[C:25]([O:27][CH2:28][CH3:29])=[O:26])[CH3:22]. The yield is 0.610. (6) The reactants are Br[C:2]1[CH:7]=[CH:6][C:5]([N+:8]([O-:10])=[O:9])=[CH:4][N:3]=1.[Cu][C:12]#[N:13].O. The catalyst is CN(C)C=O. The product is [N+:8]([C:5]1[CH:6]=[CH:7][C:2]([C:12]#[N:13])=[N:3][CH:4]=1)([O-:10])=[O:9]. The yield is 0.908.